From a dataset of Forward reaction prediction with 1.9M reactions from USPTO patents (1976-2016). Predict the product of the given reaction. (1) The product is: [Cl:41][C:23]1[C:24]([NH:26][C:27]2[CH:32]=[CH:31][C:30]([N:33]3[CH2:34][CH2:35][O:36][CH2:37][CH2:38]3)=[CH:29][C:28]=2[O:39][CH3:40])=[N:25][C:20]([NH:16][C:13]2[CH:14]=[CH:15][C:5]3[N:4]([CH:1]([CH3:3])[CH3:2])[C:10](=[O:11])[CH2:9][CH2:8][CH2:7][C:6]=3[CH:12]=2)=[N:21][CH:22]=1. Given the reactants [CH:1]([N:4]1[C:10](=[O:11])[CH2:9][CH2:8][CH2:7][C:6]2[CH:12]=[C:13]([N+:16]([O-])=O)[CH:14]=[CH:15][C:5]1=2)([CH3:3])[CH3:2].Cl[C:20]1[N:25]=[C:24]([NH:26][C:27]2[CH:32]=[CH:31][C:30]([N:33]3[CH2:38][CH2:37][O:36][CH2:35][CH2:34]3)=[CH:29][C:28]=2[O:39][CH3:40])[C:23]([Cl:41])=[CH:22][N:21]=1, predict the reaction product. (2) Given the reactants C[O:2][C:3]1(OC)[CH2:6][C:5]([C:13]([O:15][CH:16]([CH3:18])[CH3:17])=[O:14])([C:7]([O:9][CH:10]([CH3:12])[CH3:11])=[O:8])[CH2:4]1.C(O)(C(F)(F)F)=O, predict the reaction product. The product is: [O:2]=[C:3]1[CH2:6][C:5]([C:7]([O:9][CH:10]([CH3:12])[CH3:11])=[O:8])([C:13]([O:15][CH:16]([CH3:17])[CH3:18])=[O:14])[CH2:4]1. (3) The product is: [C:39]([C@H:38]([NH:37][C:20]([C@@H:19]([NH:18][C:16]([C:13]1[N:12]2[C@@:8]([CH2:7][C:6]3[CH:5]=[CH:4][C:3]([C:1]#[N:2])=[CH:35][CH:34]=3)([CH3:33])[C:9](=[O:32])[N:10]([C:24]3[CH:25]=[C:26]([Cl:31])[CH:27]=[C:28]([Cl:30])[CH:29]=3)[C:11]2=[N:15][CH:14]=1)=[O:17])[CH3:23])=[O:22])[CH3:42])(=[S:40])[NH2:41]. Given the reactants [C:1]([C:3]1[CH:35]=[CH:34][C:6]([CH2:7][C@@:8]2([CH3:33])[N:12]3[C:13]([C:16]([NH:18][C@@H:19]([CH3:23])[C:20]([OH:22])=O)=[O:17])=[CH:14][N:15]=[C:11]3[N:10]([C:24]3[CH:29]=[C:28]([Cl:30])[CH:27]=[C:26]([Cl:31])[CH:25]=3)[C:9]2=[O:32])=[CH:5][CH:4]=1)#[N:2].Cl.[NH2:37][C@H:38]([CH3:42])[C:39]([NH2:41])=[S:40].C(N(C(C)C)CC)(C)C.C1C=NC2N(O)N=NC=2C=1.CN(C(ON1N=NC2C=CC=NC1=2)=[N+](C)C)C.F[P-](F)(F)(F)(F)F, predict the reaction product.